This data is from Reaction yield outcomes from USPTO patents with 853,638 reactions. The task is: Predict the reaction yield, written as a fraction of the theoretical maximum amount of product (1.0 means a 100% yield; for example, 0.34 means a 34% yield). (1) The catalyst is CO. The product is [O:1]1[CH2:6][CH2:5][N:4]([S:7]([C:10]2[CH:19]=[CH:18][C:13]([C:14]([NH:20][NH2:21])=[O:15])=[CH:12][CH:11]=2)(=[O:9])=[O:8])[CH2:3][CH2:2]1. The yield is 0.740. The reactants are [O:1]1[CH2:6][CH2:5][N:4]([S:7]([C:10]2[CH:19]=[CH:18][C:13]([C:14](OC)=[O:15])=[CH:12][CH:11]=2)(=[O:9])=[O:8])[CH2:3][CH2:2]1.[NH2:20][NH2:21]. (2) The reactants are [OH:1][B:2]1[C:6]2[CH:7]=[CH:8][C:9]([O:11][C:12]3[CH:19]=[CH:18][C:15]([C:16]#[N:17])=[CH:14][C:13]=3[CH2:20][N:21]3[CH2:26][CH2:25][O:24][CH2:23][CH2:22]3)=[CH:10][C:5]=2[CH2:4][O:3]1.[ClH:27].O1CCOCC1.C1COCC1. The catalyst is CCOCC. The product is [ClH:27].[C:16]([C:15]1[CH:18]=[CH:19][C:12]([O:11][C:9]2[CH:8]=[CH:7][C:6]3[B:2]([OH:1])[O:3][CH2:4][C:5]=3[CH:10]=2)=[C:13]([CH:14]=1)[CH2:20][N:21]1[CH2:26][CH2:25][O:24][CH2:23][CH2:22]1)#[N:17]. The yield is 0.600. (3) The reactants are [C:1]([O:5][C:6]([N:8]1[CH2:20][C@@H:19]([CH3:21])[N:18]2[C@H:10]([CH2:11][C:12]3[C:17]2=[N:16][C:15](Br)=[CH:14][CH:13]=3)[CH2:9]1)=[O:7])([CH3:4])([CH3:3])[CH3:2].[C:23]([O:27][CH2:28][CH3:29])(=[O:26])[CH:24]=[CH2:25].C([O-])(=O)C.[Na+].C1(C)C=CC=CC=1P(C1C=CC=CC=1C)C1C=CC=CC=1C.C(=O)(O)[O-].[Na+]. The product is [C:1]([O:5][C:6]([N:8]1[CH2:20][C@@H:19]([CH3:21])[N:18]2[C@H:10]([CH2:11][C:12]3[C:17]2=[N:16][C:15]([CH:25]=[CH:24][C:23]([O:27][CH2:28][CH3:29])=[O:26])=[CH:14][CH:13]=3)[CH2:9]1)=[O:7])([CH3:4])([CH3:3])[CH3:2]. The catalyst is C1(C)C=CC=CC=1.[CH2-]C=C.[CH2-]C=C.Cl[Pd+].Cl[Pd+]. The yield is 0.912. (4) The reactants are C(OC([N:8]1[CH2:13][C@H:12]2[CH2:14][C@@H:9]1[CH2:10][N:11]2[C:15]([C:17]1[CH:18]=[N:19][C:20]([NH:23][C:24]2[N:25]=[CH:26][C:27]3[CH:32]=[C:31]([C:33](=[O:37])[N:34]([CH3:36])[CH3:35])[N:30]([CH:38]4[CH2:42][CH2:41][CH2:40][CH2:39]4)[C:28]=3[N:29]=2)=[CH:21][CH:22]=1)=[O:16])=O)(C)(C)C.CN(C)C(C1NC2N=CN=CC=2C=1)=O. No catalyst specified. The product is [CH3:35][N:34]([CH3:36])[C:33]([C:31]1[N:30]([CH:38]2[CH2:42][CH2:41][CH2:40][CH2:39]2)[C:28]2[N:29]=[C:24]([NH:23][C:20]3[CH:21]=[CH:22][C:17]([C:15]([N:11]4[CH2:10][C@H:9]5[CH2:14][C@@H:12]4[CH2:13][NH:8]5)=[O:16])=[CH:18][N:19]=3)[N:25]=[CH:26][C:27]=2[CH:32]=1)=[O:37]. The yield is 0.220. (5) The reactants are [NH:1]1[CH:5]=[C:4]([C:6]2[C:7]3[CH:14]=[CH:13][N:12]([CH2:15][O:16][CH2:17][CH2:18][Si:19]([CH3:22])([CH3:21])[CH3:20])[C:8]=3[N:9]=[CH:10][N:11]=2)[CH:3]=[N:2]1.[CH3:23][S:24][CH2:25][CH2:26]/[CH:27]=[CH:28]/[C:29]#[N:30].C1CCN2C(=NCCC2)CC1.C(#N)C. No catalyst specified. The product is [CH3:23][S:24][CH2:25][CH2:26][CH:27]([N:1]1[CH:5]=[C:4]([C:6]2[C:7]3[CH:14]=[CH:13][N:12]([CH2:15][O:16][CH2:17][CH2:18][Si:19]([CH3:22])([CH3:21])[CH3:20])[C:8]=3[N:9]=[CH:10][N:11]=2)[CH:3]=[N:2]1)[CH2:28][C:29]#[N:30]. The yield is 0.830.